This data is from Reaction yield outcomes from USPTO patents with 853,638 reactions. The task is: Predict the reaction yield, written as a fraction of the theoretical maximum amount of product (1.0 means a 100% yield; for example, 0.34 means a 34% yield). (1) The reactants are [N:1]1[CH:6]=[C:5](B(O)O)[CH:4]=[N:3][CH:2]=1.Br[C:11]1[C:12]([F:20])=[CH:13][C:14]([F:19])=[C:15]([CH:18]=1)[CH:16]=[O:17].C(=O)([O-])[O-].[Cs+].[Cs+]. The catalyst is COCCOC.CCO.O.Cl[Pd](Cl)([P](C1C=CC=CC=1)(C1C=CC=CC=1)C1C=CC=CC=1)[P](C1C=CC=CC=1)(C1C=CC=CC=1)C1C=CC=CC=1. The product is [F:19][C:14]1[CH:13]=[C:12]([F:20])[C:11]([C:5]2[CH:6]=[N:1][CH:2]=[N:3][CH:4]=2)=[CH:18][C:15]=1[CH:16]=[O:17]. The yield is 0.510. (2) The reactants are O[C:2]1[CH:7]=[CH:6][C:5]([CH3:8])=[CH:4][C:3]=1[NH:9][C:10]([C:12]1[C:24]([O:25][CH3:26])=[CH:23][C:22]2[C:21]3[C:16](=[CH:17][C:18]([C:27]([NH:29][C:30]4[CH:35]=[C:34]([CH3:36])[CH:33]=[CH:32][C:31]=4[OH:37])=O)=[CH:19][CH:20]=3)[C:15]([CH2:41][CH2:42][CH3:43])([CH2:38][CH2:39][CH3:40])[C:14]=2[CH:13]=1)=[O:11].B(O)(O)O. The yield is 0.480. The catalyst is O. The product is [CH3:8][C:5]1[CH:6]=[CH:7][C:2]2[O:11][C:10]([C:12]3[C:24]([O:25][CH3:26])=[CH:23][C:22]4[C:21]5[C:16](=[CH:17][C:18]([C:27]6[O:37][C:31]7[CH:32]=[CH:33][C:34]([CH3:36])=[CH:35][C:30]=7[N:29]=6)=[CH:19][CH:20]=5)[C:15]([CH2:41][CH2:42][CH3:43])([CH2:38][CH2:39][CH3:40])[C:14]=4[CH:13]=3)=[N:9][C:3]=2[CH:4]=1.